This data is from Catalyst prediction with 721,799 reactions and 888 catalyst types from USPTO. The task is: Predict which catalyst facilitates the given reaction. (1) Product: [Br:15][C:4]1[C:3]([O:2][CH3:1])=[CH:11][C:10]([O:12][CH3:13])=[C:9]2[C:5]=1[CH2:6][CH2:7][C:8]2=[O:14]. Reactant: [CH3:1][O:2][C:3]1[CH:4]=[C:5]2[C:9](=[C:10]([O:12][CH3:13])[CH:11]=1)[C:8](=[O:14])[CH2:7][CH2:6]2.[Br:15]N1C(=O)CCC1=O.C(Cl)(Cl)Cl. The catalyst class is: 4. (2) Reactant: C[O:2][C:3](=[O:32])[CH:4]=[C:5]([C:7]1[CH:31]=[CH:30][C:10]2[S:11][CH:12]=[C:13]([C:14]3[CH:19]=[C:18]([CH:20]([CH3:22])[CH3:21])[CH:17]=[C:16]([CH:23]([CH3:25])[CH3:24])[C:15]=3[O:26]COC)[C:9]=2[CH:8]=1)[CH3:6].Cl. Product: [OH:26][C:15]1[C:16]([CH:23]([CH3:24])[CH3:25])=[CH:17][C:18]([CH:20]([CH3:22])[CH3:21])=[CH:19][C:14]=1[C:13]1[C:9]2[CH:8]=[C:7]([C:5]([CH3:6])=[CH:4][C:3]([OH:32])=[O:2])[CH:31]=[CH:30][C:10]=2[S:11][CH:12]=1. The catalyst class is: 273. (3) Reactant: Cl[CH2:2][C:3]([NH:5][C:6]1[CH:14]=[N:13][CH:12]=[CH:11][C:7]=1[C:8]([NH2:10])=[O:9])=O.[OH:15][C:16]1[CH:17]=[C:18]([CH:23]=[CH:24][CH:25]=1)[C:19]([O:21][CH3:22])=[O:20].C(=O)([O-])[O-].[Cs+].[Cs+]. Product: [O:9]=[C:8]1[NH:10][C:3]([CH2:2][O:15][C:16]2[CH:17]=[C:18]([CH:23]=[CH:24][CH:25]=2)[C:19]([O:21][CH3:22])=[O:20])=[N:5][C:6]2[CH:14]=[N:13][CH:12]=[CH:11][C:7]1=2. The catalyst class is: 47. (4) Reactant: [Cl:1][C:2]1[N:3]=[CH:4][NH:5][C:6]=1[Cl:7].[OH-].[K+].Cl.Cl[CH2:12][C:13]1[CH:22]=[CH:21][C:20]2[C:15](=[CH:16][CH:17]=[CH:18][CH:19]=2)[N:14]=1. Product: [N:14]1[C:15]2[C:20](=[CH:19][CH:18]=[CH:17][CH:16]=2)[CH:21]=[CH:22][C:13]=1[CH2:12][N:3]1[C:2]([Cl:1])=[C:6]([Cl:7])[N:5]=[CH:4]1. The catalyst class is: 10. (5) Reactant: [C:1]([C:4]1[CH:13]=[CH:12][CH:11]=[C:10]2[C:5]=1[CH2:6][C@H:7]([CH2:26][O:27][Si:28]([C:31]([CH3:34])([CH3:33])[CH3:32])([CH3:30])[CH3:29])[N:8]([C:15](=[O:25])[CH2:16][C:17]1[C:22]([Cl:23])=[CH:21][CH:20]=[CH:19][C:18]=1[Cl:24])[C@H:9]2[CH3:14])(=[O:3])[CH3:2].[CH3:35][Mg]Cl.O. Product: [Si:28]([O:27][CH2:26][C@H:7]1[CH2:6][C:5]2[C:10](=[CH:11][CH:12]=[CH:13][C:4]=2[C:1]([OH:3])([CH3:35])[CH3:2])[C@H:9]([CH3:14])[N:8]1[C:15](=[O:25])[CH2:16][C:17]1[C:22]([Cl:23])=[CH:21][CH:20]=[CH:19][C:18]=1[Cl:24])([C:31]([CH3:33])([CH3:32])[CH3:34])([CH3:30])[CH3:29]. The catalyst class is: 1. (6) The catalyst class is: 15. Reactant: [C:1]([O:8][CH2:9][CH3:10])(=[O:7])[C:2]#[C:3][CH2:4][CH2:5][CH3:6].[I-:11].[Na+].C(OC)(C)(C)C.S([O-])([O-])(=O)=S.[Na+].[Na+]. Product: [I:11]/[C:3](/[CH2:4][CH2:5][CH3:6])=[CH:2]\[C:1]([O:8][CH2:9][CH3:10])=[O:7].